This data is from Forward reaction prediction with 1.9M reactions from USPTO patents (1976-2016). The task is: Predict the product of the given reaction. (1) Given the reactants C1(C)CCC(C(C)C)[CH:3]([C:10]2([CH:51]3C(C(C)C)CCC(C)C3)[C:19]3[C:14](=[CH:15][CH:16]=[C:17]([CH:20]4C(C(C)C)CCC(C)C4)[CH:18]=3)[C:13]([CH:40]3C(C(C)C)CCC(C)C3)([CH:30]3C(C(C)C)CCC(C)C3)[CH2:12][C:11]2=[O:50])C1.[BH4-].[Na+], predict the reaction product. The product is: [CH3:20][C:17]1[CH:16]=[CH:15][C:14]2[C:13]([CH3:40])([CH3:30])[CH2:12][CH:11]([OH:50])[C:10]([CH3:3])([CH3:51])[C:19]=2[CH:18]=1. (2) The product is: [Br:1][C:2]1[CH:3]=[C:4]([CH:8]2[CH2:14][N:13]([C@@H:16]([C:18]3[CH:23]=[CH:22][CH:21]=[CH:20][CH:19]=3)[CH3:17])[CH2:12][CH2:11][CH2:10][O:9]2)[CH:5]=[CH:6][CH:7]=1. Given the reactants [Br:1][C:2]1[CH:3]=[C:4]([CH:8]2[C:14](=O)[N:13]([C@@H:16]([C:18]3[CH:23]=[CH:22][CH:21]=[CH:20][CH:19]=3)[CH3:17])[CH2:12][CH2:11][CH2:10][O:9]2)[CH:5]=[CH:6][CH:7]=1.CO.[OH-].[Na+], predict the reaction product. (3) Given the reactants [H-].[Na+].[NH:3]1[C:11]2[C:6](=[CH:7][CH:8]=[CH:9][CH:10]=2)[C:5]([CH:12]2[CH2:17][CH2:16][N:15]([C:18]3[CH:19]=[CH:20][C:21]4[N:22]([C:24]([C:27]([F:30])([F:29])[F:28])=[N:25][N:26]=4)[N:23]=3)[CH2:14][CH2:13]2)=[CH:4]1.Cl.Cl[CH2:33][CH2:34][N:35]1[CH2:39][CH2:38][CH2:37][CH2:36]1, predict the reaction product. The product is: [N:35]1([CH2:34][CH2:33][N:3]2[C:11]3[C:6](=[CH:7][CH:8]=[CH:9][CH:10]=3)[C:5]([CH:12]3[CH2:13][CH2:14][N:15]([C:18]4[CH:19]=[CH:20][C:21]5[N:22]([C:24]([C:27]([F:30])([F:29])[F:28])=[N:25][N:26]=5)[N:23]=4)[CH2:16][CH2:17]3)=[CH:4]2)[CH2:39][CH2:38][CH2:37][CH2:36]1. (4) Given the reactants [CH3:1][CH2:2][N:3]([CH:7]([CH3:9])[CH3:8])[CH:4]([CH3:6])C.CN(C(ON1N=NC2[CH:21]=[CH:22][CH:23]=NC1=2)=[N+](C)C)C.F[P-](F)(F)(F)(F)F.CN(C)[CH:36]1[CH2:40]CN[CH2:37]1.[CH3:42][N:43]1[C:47](=[O:48])[CH2:46][CH2:45][CH2:44]1, predict the reaction product. The product is: [C:7]1([N:3]2[CH2:2][CH2:1][CH2:21][CH2:22][CH2:23][CH2:44][CH2:45][CH2:46][C:47](=[O:48])[NH:43][CH2:42][CH2:6][CH2:4]2)[CH:8]=[CH:40][CH:36]=[CH:37][CH:9]=1. (5) Given the reactants [OH:1][C:2]1[C:11]2[C:6](=[CH:7][C:8]([CH2:12][C:13]3[CH:18]=[CH:17][CH:16]=[CH:15][CH:14]=3)=[CH:9][N:10]=2)[N:5]([CH2:19][C:20]2[CH:25]=[CH:24][C:23]([N+:26]([O-:28])=[O:27])=[CH:22][CH:21]=2)[C:4](=[O:29])[C:3]=1[C:30]([O:32]CC)=O.[CH:35]1([NH2:39])[CH2:38][CH2:37][CH2:36]1, predict the reaction product. The product is: [CH:35]1([NH:39][C:30]([C:3]2[C:4](=[O:29])[N:5]([CH2:19][C:20]3[CH:21]=[CH:22][C:23]([N+:26]([O-:28])=[O:27])=[CH:24][CH:25]=3)[C:6]3[C:11]([C:2]=2[OH:1])=[N:10][CH:9]=[C:8]([CH2:12][C:13]2[CH:18]=[CH:17][CH:16]=[CH:15][CH:14]=2)[CH:7]=3)=[O:32])[CH2:38][CH2:37][CH2:36]1. (6) Given the reactants [I:1][C:2]1[CH:7]=[CH:6][CH:5]=[C:4]([O:8][CH3:9])[C:3]=1[S:10]([NH2:13])(=[O:12])=[O:11].[CH3:14][O:15][C:16]1[CH:21]=[C:20]([O:22][CH3:23])[N:19]=[C:18]([NH:24][C:25](=O)[O:26]C2C=CC=CC=2)[N:17]=1.N12CCCN=C1CCCCC2, predict the reaction product. The product is: [CH3:23][O:22][C:20]1[CH:21]=[C:16]([O:15][CH3:14])[N:17]=[C:18]([NH:24][C:25]([NH:13][S:10]([C:3]2[C:4]([O:8][CH3:9])=[CH:5][CH:6]=[CH:7][C:2]=2[I:1])(=[O:12])=[O:11])=[O:26])[N:19]=1.